Dataset: Forward reaction prediction with 1.9M reactions from USPTO patents (1976-2016). Task: Predict the product of the given reaction. (1) Given the reactants [CH2:1]([O:8][CH2:9][CH2:10][CH2:11][C@H:12]([C:21]1[C:25]([CH:26]2[CH2:28][CH2:27]2)=[C:24]([C:29]2[CH:33]=[C:32]([CH2:34][C:35]([CH3:38])([CH3:37])[CH3:36])[O:31][N:30]=2)[O:23][N:22]=1)[CH2:13][C:14]([O:16]C(C)(C)C)=[O:15])[C:2]1[CH:7]=[CH:6][CH:5]=[CH:4][CH:3]=1.FC(F)(F)C(O)=O, predict the reaction product. The product is: [CH2:1]([O:8][CH2:9][CH2:10][CH2:11][C@H:12]([C:21]1[C:25]([CH:26]2[CH2:27][CH2:28]2)=[C:24]([C:29]2[CH:33]=[C:32]([CH2:34][C:35]([CH3:38])([CH3:37])[CH3:36])[O:31][N:30]=2)[O:23][N:22]=1)[CH2:13][C:14]([OH:16])=[O:15])[C:2]1[CH:7]=[CH:6][CH:5]=[CH:4][CH:3]=1. (2) Given the reactants [C:1](OC)([CH3:4])([CH3:3])[CH3:2].[F:7][C:8]1[CH:9]=[C:10]([OH:14])[CH:11]=[CH:12][CH:13]=1, predict the reaction product. The product is: [C:1]([C:13]1[CH:12]=[CH:11][C:10]([OH:14])=[CH:9][C:8]=1[F:7])([CH3:4])([CH3:3])[CH3:2]. (3) The product is: [CH2:1]([NH:8][C:9]1[N:17]=[C:16]([NH:31][C@H:32]([CH2:37][CH3:38])[C:33]([CH3:36])([OH:35])[CH3:34])[N:15]=[C:14]2[C:10]=1[N:11]=[CH:12][N:13]2[CH:19]([CH3:21])[CH3:20])[C:2]1[CH:7]=[CH:6][CH:5]=[CH:4][CH:3]=1. Given the reactants [CH2:1]([NH:8][C:9]1[N:17]=[C:16](F)[N:15]=[C:14]2[C:10]=1[N:11]=[CH:12][N:13]2[CH:19]([CH3:21])[CH3:20])[C:2]1[CH:7]=[CH:6][CH:5]=[CH:4][CH:3]=1.CCN(C(C)C)C(C)C.[NH2:31][C@H:32]([CH2:37][CH3:38])[C:33]([CH3:36])([OH:35])[CH3:34], predict the reaction product.